Dataset: Forward reaction prediction with 1.9M reactions from USPTO patents (1976-2016). Task: Predict the product of the given reaction. (1) Given the reactants [CH3:1][C:2]1[CH:3]=[C:4]([C:18]([OH:20])=O)[NH:5][C:6]=1[CH:7]=[C:8]1[C:16]2[C:11](=[CH:12][CH:13]=[CH:14][CH:15]=2)[NH:10][C:9]1=[O:17].[NH2:21][CH2:22][CH2:23][CH2:24][CH2:25][CH2:26][CH2:27][OH:28].CCN(CC)CC, predict the reaction product. The product is: [OH:28][CH2:27][CH2:26][CH2:25][CH2:24][CH2:23][CH2:22][NH:21][C:18]([C:4]1[NH:5][C:6]([CH:7]=[C:8]2[C:16]3[C:11](=[CH:12][CH:13]=[CH:14][CH:15]=3)[NH:10][C:9]2=[O:17])=[C:2]([CH3:1])[CH:3]=1)=[O:20]. (2) The product is: [Cl:21][C:22]1[N:23]=[CH:24][C:25]([C:28]#[C:29][C:5]2[CH:6]=[CH:7][C:2]([F:1])=[C:3]([C@:9]3([CH3:20])[CH2:14][C@@H:13]([C:15]([F:18])([F:17])[F:16])[O:12][C:11]([NH2:19])=[N:10]3)[CH:4]=2)=[CH:26][CH:27]=1. Given the reactants [F:1][C:2]1[CH:7]=[CH:6][C:5](I)=[CH:4][C:3]=1[C@:9]1([CH3:20])[CH2:14][C@@H:13]([C:15]([F:18])([F:17])[F:16])[O:12][C:11]([NH2:19])=[N:10]1.[Cl:21][C:22]1[CH:27]=[CH:26][C:25]([C:28]#[C:29][Si](C)(C)C)=[CH:24][N:23]=1, predict the reaction product. (3) Given the reactants [CH2:1]([OH:10])[C:2]#[C:3][CH2:4][CH2:5][CH2:6][CH2:7][CH2:8][CH3:9], predict the reaction product. The product is: [CH2:1]([OH:10])[CH2:2][CH2:3][CH2:4][CH2:5][CH2:6][CH2:7][C:8]#[CH:9].